From a dataset of Full USPTO retrosynthesis dataset with 1.9M reactions from patents (1976-2016). Predict the reactants needed to synthesize the given product. (1) Given the product [C:37]1([C:35]([C:29]2[CH:30]=[CH:31][CH:32]=[CH:33][CH:34]=2)=[N:36][C:2]2[S:6][C:5]([S:7]([N:10]3[CH2:15][CH2:14][NH:13][C@@H:12]([CH2:16][CH:17]4[CH2:22][CH2:21][O:20][CH2:19][CH2:18]4)[CH2:11]3)(=[O:9])=[O:8])=[CH:4][CH:3]=2)[CH:38]=[CH:39][CH:40]=[CH:41][CH:42]=1, predict the reactants needed to synthesize it. The reactants are: Br[C:2]1[S:6][C:5]([S:7]([N:10]2[CH2:15][CH2:14][NH:13][C@@H:12]([CH2:16][CH:17]3[CH2:22][CH2:21][O:20][CH2:19][CH2:18]3)[CH2:11]2)(=[O:9])=[O:8])=[CH:4][CH:3]=1.CC(C)([O-])C.[Na+].[C:29]1([C:35]([C:37]2[CH:42]=[CH:41][CH:40]=[CH:39][CH:38]=2)=[NH:36])[CH:34]=[CH:33][CH:32]=[CH:31][CH:30]=1. (2) Given the product [F:2][C:3]1[CH:12]=[C:11]2[C:6]([CH:7]=[C:8]([C:14]3[CH:18]=[C:17]4[N:16]([CH:15]=3)[CH:21]=[CH:20][CH:22]=[CH:23]4)[C:9](=[O:13])[O:10]2)=[CH:5][CH:4]=1, predict the reactants needed to synthesize it. The reactants are: [Br-].[F:2][C:3]1[CH:12]=[C:11]2[C:6]([CH:7]=[C:8]([C:14](=O)[CH2:15][N+:16]3[CH:21]=[C:20]([CH3:22])N=[CH:18][C:17]=3[CH3:23])[C:9](=[O:13])[O:10]2)=[CH:5][CH:4]=1.